From a dataset of KCNQ2 potassium channel screen with 302,405 compounds. Binary Classification. Given a drug SMILES string, predict its activity (active/inactive) in a high-throughput screening assay against a specified biological target. (1) The compound is S1c2c(C(=O)Cc3c1cccc3)ccc(OCCCN1CCCCC1)c2. The result is 0 (inactive). (2) The molecule is S(Cc1noc(c1C(=O)NCCOC)C(=O)NCCOC)c1cc(F)c(F)cc1. The result is 0 (inactive). (3) The compound is Clc1ccc(Sc2nc3c(nc2)cccc3)cc1. The result is 0 (inactive). (4) The molecule is O=C1CCCC\C1=C/Nc1ccc(cc1)C(OCC)=O. The result is 0 (inactive). (5) The molecule is S(=O)(=O)(NCCC(=O)NCC(N1CCOCC1)(C)C)c1ccc(OCC)cc1. The result is 0 (inactive). (6) The result is 0 (inactive). The compound is O1CCN(CC1)c1nc(cc(Oc2ccc(cc2)C#N)n1)C. (7) The drug is Clc1cc(n2ncc(c2N)C(=O)N)ccc1. The result is 0 (inactive). (8) The molecule is s1c(NC(=O)Cc2cc(OC)c(OC)cc2)nc(c2cc(OC)c(OC)cc2)c1. The result is 0 (inactive). (9) The molecule is S(=O)(=O)(N(CCc1ccccc1)CC(=O)NCc1occc1)C. The result is 0 (inactive). (10) The molecule is O1c2c(C(C(=O)NC(CC)(C)C)c3c1cccc3)cccc2. The result is 0 (inactive).